From a dataset of Forward reaction prediction with 1.9M reactions from USPTO patents (1976-2016). Predict the product of the given reaction. (1) Given the reactants [CH3:1][C:2]1([CH3:29])[C:14]2[CH:13]=[C:12]([C:15]3C4C(=CC=CC=4)C=C[C:16]=3[C:25](O)(C)[CH3:26])[CH:11]=[CH:10][C:9]=2[C:8]2[C:3]1=[CH:4][CH:5]=[CH:6][CH:7]=2.[C:30]1([C:30]2[CH:35]=[CH:34][CH:33]=[CH:32][CH:31]=2)[CH:35]=[CH:34][C:33]([C:30]2[C:35]3[C:34](=CC=CC=3)[CH:33]=[CH:32][C:31]=2C(O)(C)C)=[CH:32][CH:31]=1, predict the reaction product. The product is: [CH3:1][C:2]1([CH3:29])[C:14]2[CH:13]=[CH:12][C:15]3[CH:16]=[CH:25][CH:26]=[CH:11][C:10]=3[C:9]=2[C:8]2[CH:7]=[CH:6][C:5]([C:30]3[CH:35]=[CH:34][CH:33]=[CH:32][CH:31]=3)=[CH:4][C:3]1=2. (2) The product is: [Cl:1][C:2]1[CH:3]=[CH:4][C:5]([O:21][CH2:22][CH:23]([CH3:28])[CH3:24])=[C:6]([CH2:8][N:9]2[C:13]([CH3:14])=[CH:12][C:11]([C:15]([N:17]([CH3:20])[O:18][CH3:19])=[O:16])=[N:10]2)[CH:7]=1. Given the reactants [Cl:1][C:2]1[CH:3]=[CH:4][C:5]([O:21][CH2:22][C:23]2[CH:28]=CC=C[CH:24]=2)=[C:6]([CH2:8][N:9]2[C:13]([CH3:14])=[CH:12][C:11]([C:15]([N:17]([CH3:20])[O:18][CH3:19])=[O:16])=[N:10]2)[CH:7]=1.ClC1C=CC(OCC(C)C)=C(CN2C(C)=CC(C(O)=O)=N2)C=1, predict the reaction product. (3) Given the reactants [H-].[H-].[H-].[H-].[Li+].[Al+3].C([O:9][C:10](=O)[CH2:11][C:12]1[CH:17]=[CH:16][C:15]([O:18][CH3:19])=[C:14]([Br:20])[CH:13]=1)C.[O-]S([O-])(=O)=O.[Na+].[Na+], predict the reaction product. The product is: [Br:20][C:14]1[CH:13]=[C:12]([CH2:11][CH2:10][OH:9])[CH:17]=[CH:16][C:15]=1[O:18][CH3:19]. (4) Given the reactants CC1OC(C(C2C=CC=CC=2)=O)=NC=1.C1([Mg]Br)C=CC=CC=1.[CH:23]1([C:29]([C:37]2[O:38][C:39]([CH3:42])=[CH:40][N:41]=2)([C:31]2[CH:36]=[CH:35][CH:34]=[CH:33][CH:32]=2)[OH:30])[CH2:28][CH2:27][CH2:26][CH2:25][CH2:24]1, predict the reaction product. The product is: [CH3:42][C:39]1[O:38][C:37]([C:29]([C:31]2[CH:36]=[CH:35][CH:34]=[CH:33][CH:32]=2)([C:23]2[CH:28]=[CH:27][CH:26]=[CH:25][CH:24]=2)[OH:30])=[N:41][CH:40]=1. (5) Given the reactants [F:1][C:2]1[C:7](=[O:8])[N:6]([CH3:9])[C:5]([CH2:10][C:11]([O-:13])=O)=[N:4][C:3]=1[N:14]1[CH2:19][CH2:18][O:17][CH2:16][CH2:15]1.[Na+].[CH3:21][CH:22]1[CH2:30][C:29]2[C:24](=[CH:25][C:26]([F:32])=[C:27]([F:31])[CH:28]=2)[NH:23]1, predict the reaction product. The product is: [F:1][C:2]1[C:7](=[O:8])[N:6]([CH3:9])[C:5]([CH2:10][C:11]([N:23]2[C:24]3[C:29](=[CH:28][C:27]([F:31])=[C:26]([F:32])[CH:25]=3)[CH2:30][CH:22]2[CH3:21])=[O:13])=[N:4][C:3]=1[N:14]1[CH2:19][CH2:18][O:17][CH2:16][CH2:15]1. (6) Given the reactants [NH3:1].[F:2][C:3]1[CH:4]=[C:5]2[C:10](=[CH:11][CH:12]=1)[N:9]=[CH:8][C:7]([C:13](=O)[CH3:14])=[C:6]2[C:16]1[CH:21]=[CH:20][CH:19]=[CH:18][N:17]=1.[BH4-].[Na+].[NH4+].[OH-], predict the reaction product. The product is: [F:2][C:3]1[CH:4]=[C:5]2[C:10](=[CH:11][CH:12]=1)[N:9]=[CH:8][C:7]([CH:13]([NH2:1])[CH3:14])=[C:6]2[C:16]1[CH:21]=[CH:20][CH:19]=[CH:18][N:17]=1. (7) Given the reactants Cl.Cl.Cl.[O:4]1[C:8]2[CH:9]=[CH:10][CH:11]=[C:12]([N:13]3[CH2:18][CH2:17][N:16]([CH2:19][CH2:20][C@H:21]4[CH2:26][CH2:25][C@H:24]([NH2:27])[CH2:23][CH2:22]4)[CH2:15][CH2:14]3)[C:7]=2[O:6][CH2:5]1.[O:28]1[CH2:32][CH2:31][CH2:30][CH:29]1[CH2:33][C:34](O)=[O:35], predict the reaction product. The product is: [O:4]1[C:8]2[CH:9]=[CH:10][CH:11]=[C:12]([N:13]3[CH2:18][CH2:17][N:16]([CH2:19][CH2:20][C@H:21]4[CH2:26][CH2:25][C@H:24]([NH:27][C:34](=[O:35])[CH2:33][CH:29]5[CH2:30][CH2:31][CH2:32][O:28]5)[CH2:23][CH2:22]4)[CH2:15][CH2:14]3)[C:7]=2[O:6][CH2:5]1.